From a dataset of NCI-60 drug combinations with 297,098 pairs across 59 cell lines. Regression. Given two drug SMILES strings and cell line genomic features, predict the synergy score measuring deviation from expected non-interaction effect. (1) Drug 1: CN(C)C(=N)N=C(N)N. Drug 2: CC1CCC2CC(C(=CC=CC=CC(CC(C(=O)C(C(C(=CC(C(=O)CC(OC(=O)C3CCCCN3C(=O)C(=O)C1(O2)O)C(C)CC4CCC(C(C4)OC)OP(=O)(C)C)C)C)O)OC)C)C)C)OC. Cell line: HT29. Synergy scores: CSS=23.9, Synergy_ZIP=-0.0450, Synergy_Bliss=4.43, Synergy_Loewe=2.06, Synergy_HSA=4.59. (2) Drug 1: CC1=CC2C(CCC3(C2CCC3(C(=O)C)OC(=O)C)C)C4(C1=CC(=O)CC4)C. Drug 2: C1CNP(=O)(OC1)N(CCCl)CCCl. Cell line: UACC-257. Synergy scores: CSS=-3.72, Synergy_ZIP=1.12, Synergy_Bliss=-3.19, Synergy_Loewe=-5.23, Synergy_HSA=-5.85. (3) Drug 1: CN(CCCl)CCCl.Cl. Synergy scores: CSS=17.8, Synergy_ZIP=3.35, Synergy_Bliss=5.35, Synergy_Loewe=-28.7, Synergy_HSA=1.82. Drug 2: C1CNP(=O)(OC1)N(CCCl)CCCl. Cell line: SF-539. (4) Drug 1: CC(C1=C(C=CC(=C1Cl)F)Cl)OC2=C(N=CC(=C2)C3=CN(N=C3)C4CCNCC4)N. Drug 2: CCC1(CC2CC(C3=C(CCN(C2)C1)C4=CC=CC=C4N3)(C5=C(C=C6C(=C5)C78CCN9C7C(C=CC9)(C(C(C8N6C)(C(=O)OC)O)OC(=O)C)CC)OC)C(=O)OC)O.OS(=O)(=O)O. Cell line: SNB-19. Synergy scores: CSS=41.3, Synergy_ZIP=5.84, Synergy_Bliss=7.88, Synergy_Loewe=-13.6, Synergy_HSA=8.52. (5) Drug 1: CC1=C(C=C(C=C1)NC2=NC=CC(=N2)N(C)C3=CC4=NN(C(=C4C=C3)C)C)S(=O)(=O)N.Cl. Drug 2: C1C(C(OC1N2C=C(C(=O)NC2=O)F)CO)O. Cell line: HS 578T. Synergy scores: CSS=7.85, Synergy_ZIP=-11.1, Synergy_Bliss=-14.2, Synergy_Loewe=-27.1, Synergy_HSA=-15.8. (6) Drug 1: C1CN1P(=S)(N2CC2)N3CC3. Drug 2: C1CC(C1)(C(=O)O)C(=O)O.[NH2-].[NH2-].[Pt+2]. Cell line: MCF7. Synergy scores: CSS=20.3, Synergy_ZIP=-5.65, Synergy_Bliss=-5.42, Synergy_Loewe=0.615, Synergy_HSA=0.835.